This data is from Reaction yield outcomes from USPTO patents with 853,638 reactions. The task is: Predict the reaction yield, written as a fraction of the theoretical maximum amount of product (1.0 means a 100% yield; for example, 0.34 means a 34% yield). (1) The reactants are [CH:1]1([NH2:6])[CH2:5][CH2:4][CH2:3][CH2:2]1.C(O)(=O)C.C([BH3-])#N.[Na+].[CH2:15]([O:17][C:18](=[O:28])[C:19]([CH:26]=O)([CH3:25])[CH2:20][CH2:21][CH:22]([CH3:24])[CH3:23])[CH3:16]. The catalyst is C(O)C. The product is [CH2:15]([O:17][C:18](=[O:28])[C:19]([CH2:25][NH:6][CH:1]1[CH2:5][CH2:4][CH2:3][CH2:2]1)([CH3:26])[CH2:20][CH2:21][CH:22]([CH3:23])[CH3:24])[CH3:16]. The yield is 0.390. (2) The reactants are [C:1]([C@@H:3]1[CH2:7][C@H:6]([F:8])[CH2:5][N:4]1[C:9](=[O:26])[CH2:10][NH:11][C:12]1([CH3:25])[CH2:24][CH:15]2[CH2:16][N:17]([C:19]([N:21]([CH3:23])[CH3:22])=[O:20])[CH2:18][CH:14]2[CH2:13]1)#[N:2].[C:27]([OH:36])(=[O:35])[CH:28]([CH:30]([C:32]([OH:34])=[O:33])[OH:31])[OH:29]. The catalyst is ClCCl.CC(C)=O. The product is [C:32]([CH:30]([CH:28]([C:27]([OH:36])=[O:35])[OH:29])[OH:31])([OH:34])=[O:33].[C:1]([C@@H:3]1[CH2:7][C@H:6]([F:8])[CH2:5][N:4]1[C:9](=[O:26])[CH2:10][NH:11][C:12]1([CH3:25])[CH2:13][CH:14]2[CH2:18][N:17]([C:19]([N:21]([CH3:22])[CH3:23])=[O:20])[CH2:16][CH:15]2[CH2:24]1)#[N:2]. The yield is 0.820. (3) The reactants are [CH3:1][NH:2][NH2:3].[OH:4][N:5]=[C:6]([C:15](=O)[CH3:16])[C:7]([C:9]1[CH:14]=[CH:13][CH:12]=[CH:11][CH:10]=1)=O.CCOCC.C([O-])([O-])=O.[Na+].[Na+]. The catalyst is CC(O)=O.O. The product is [CH3:1][N:2]1[C:15]([CH3:16])=[C:6]([N:5]=[O:4])[C:7]([C:9]2[CH:14]=[CH:13][CH:12]=[CH:11][CH:10]=2)=[N:3]1. The yield is 0.630. (4) The reactants are [CH3:1][C:2]1[CH:3]=[C:4]([CH:12]=[C:13]([CH3:15])[CH:14]=1)[O:5][CH2:6][C:7]([O:9]CC)=[O:8].[OH-].[Na+].Cl. The catalyst is CO. The product is [CH3:1][C:2]1[CH:3]=[C:4]([CH:12]=[C:13]([CH3:15])[CH:14]=1)[O:5][CH2:6][C:7]([OH:9])=[O:8]. The yield is 0.950. (5) The reactants are Cl[C:2]1[C:11]2[C:6](=[CH:7][C:8]([O:16][CH2:17][CH2:18][Cl:19])=[CH:9][C:10]=2[O:12][CH:13]([CH3:15])[CH3:14])[N:5]=[CH:4][N:3]=1.[NH2:20][C:21]1[C:26]([Cl:27])=[CH:25][N:24]=[C:23]2[O:28][CH2:29][O:30][C:22]=12. No catalyst specified. The product is [Cl:19][CH2:18][CH2:17][O:16][C:8]1[CH:7]=[C:6]2[C:11]([C:2]([NH:20][C:21]3[C:26]([Cl:27])=[CH:25][N:24]=[C:23]4[O:28][CH2:29][O:30][C:22]=34)=[N:3][CH:4]=[N:5]2)=[C:10]([O:12][CH:13]([CH3:15])[CH3:14])[CH:9]=1. The yield is 0.860. (6) The reactants are Cl[C:2]1[C:3](=[O:10])[O:4][C:5]([CH3:9])=[C:6]([Cl:8])[N:7]=1.[NH2:11][C:12]1[CH:17]=[CH:16][CH:15]=[CH:14][CH:13]=1.O. The catalyst is O1CCCC1. The product is [Cl:8][C:6]1[N:7]=[C:2]([NH:11][C:12]2[CH:17]=[CH:16][CH:15]=[CH:14][CH:13]=2)[C:3](=[O:10])[O:4][C:5]=1[CH3:9]. The yield is 0.360. (7) The reactants are Cl[CH2:2]I.C([O-])([O-])=O.[K+].[K+].[Cl:10][C:11]1[N:16]=[C:15]([C:17]2[NH:25][C:20]3=[N:21][CH:22]=[CH:23][CH:24]=[C:19]3[CH:18]=2)[C:14]([OH:26])=[CH:13][CH:12]=1. The catalyst is CN(C=O)C. The product is [Cl:10][C:11]1[CH:12]=[CH:13][C:14]2[O:26][CH2:2][N:25]3[C:20]4[N:21]=[CH:22][CH:23]=[CH:24][C:19]=4[CH:18]=[C:17]3[C:15]=2[N:16]=1. The yield is 0.0900.